This data is from Peptide-MHC class I binding affinity with 185,985 pairs from IEDB/IMGT. The task is: Regression. Given a peptide amino acid sequence and an MHC pseudo amino acid sequence, predict their binding affinity value. This is MHC class I binding data. (1) The peptide sequence is LVVDFSQFSR. The MHC is Patr-A0101 with pseudo-sequence Patr-A0101. The binding affinity (normalized) is 0.493. (2) The peptide sequence is LTPLCIAM. The MHC is Mamu-A02 with pseudo-sequence Mamu-A02. The binding affinity (normalized) is 0.309.